From a dataset of Reaction yield outcomes from USPTO patents with 853,638 reactions. Predict the reaction yield, written as a fraction of the theoretical maximum amount of product (1.0 means a 100% yield; for example, 0.34 means a 34% yield). (1) The product is [ClH:37].[CH:31]([N:27]1[C:26]([C:20]2[N:19]=[C:18]3[N:22]([CH2:23][CH2:24][O:25][C:16]4[CH:15]=[C:14]([C@H:11]5[CH2:12][CH2:13][NH:8][CH2:9][C@H:10]5[OH:36])[CH:35]=[CH:34][C:17]=43)[CH:21]=2)=[N:30][CH:29]=[N:28]1)([CH3:33])[CH3:32]. The reactants are C(OC([N:8]1[CH2:13][CH2:12][C@H:11]([C:14]2[CH:35]=[CH:34][C:17]3[C:18]4[N:22]([CH2:23][CH2:24][O:25][C:16]=3[CH:15]=2)[CH:21]=[C:20]([C:26]2[N:27]([CH:31]([CH3:33])[CH3:32])[N:28]=[CH:29][N:30]=2)[N:19]=4)[C@H:10]([OH:36])[CH2:9]1)=O)(C)(C)C.[ClH:37]. The catalyst is C(Cl)Cl.CO.O1CCOCC1. The yield is 1.08. (2) The reactants are [CH3:1][C:2]([C:4]1[CH:5]=[CH:6][C:7]([OH:10])=[CH:8][CH:9]=1)=[O:3].C([O-])([O-])=O.[K+].[K+].[CH2:31](C(Br)CCOCCC(Br)[CH2:31][C:32]1[CH:37]=[CH:36][CH:35]=[CH:34][CH:33]=1)[C:32]1[CH:37]=[CH:36][CH:35]=[CH:34][CH:33]=1.[CH2:40]([OH:42])[CH3:41]. No catalyst specified. The product is [CH2:31]([O:42][CH2:40][CH2:41][O:10][C:7]1[CH:8]=[CH:9][C:4]([C:2](=[O:3])[CH3:1])=[CH:5][CH:6]=1)[C:32]1[CH:33]=[CH:34][CH:35]=[CH:36][CH:37]=1. The yield is 0.710. (3) The catalyst is C1COCC1. The reactants are Br[C:2]1[C:7]([N:8]([CH2:23][O:24][CH3:25])[S:9]([C:12]2[CH:17]=[CH:16][C:15]([Cl:18])=[C:14]([C:19]([F:22])([F:21])[F:20])[CH:13]=2)(=[O:11])=[O:10])=[CH:6][C:5]([CH3:26])=[CH:4][N:3]=1.C([Mg]Cl)(C)C.[F:32][C:33]1[CH:40]=[CH:39][CH:38]=[C:37]([O:41][CH3:42])[C:34]=1[CH:35]=[O:36]. The yield is 0.600. The product is [Cl:18][C:15]1[CH:16]=[CH:17][C:12]([S:9]([N:8]([C:7]2[C:2]([CH:35]([C:34]3[C:37]([O:41][CH3:42])=[CH:38][CH:39]=[CH:40][C:33]=3[F:32])[OH:36])=[N:3][CH:4]=[C:5]([CH3:26])[CH:6]=2)[CH2:23][O:24][CH3:25])(=[O:11])=[O:10])=[CH:13][C:14]=1[C:19]([F:22])([F:21])[F:20]. (4) The reactants are F[P-](F)(F)(F)(F)F.C[N+](C)=C(N(C)C)ON1C2N=CC=CC=2N=N1.C(N(C(C)C)CC)(C)C.[CH3:34][NH:35][C:36]1[N:41]=[C:40]([C:42]2[NH:43][C:44]3[C:49]([CH:50]=2)=[CH:48][C:47]([C:51]([OH:53])=O)=[CH:46][CH:45]=3)[CH:39]=[CH:38][N:37]=1.[CH3:54][O:55][C:56](=[O:73])[C@@H:57]([NH2:72])[CH2:58][N:59]([C:66]1[CH:71]=[CH:70][CH:69]=[CH:68][CH:67]=1)[C:60]1[N:65]=[CH:64][CH:63]=[CH:62][N:61]=1.C(=O)([O-])O.[Na+].C(OC(C)C)(=O)C. The catalyst is CN(C)C=O. The product is [CH3:54][O:55][C:56](=[O:73])[C@@H:57]([NH:72][C:51]([C:47]1[CH:48]=[C:49]2[C:44](=[CH:45][CH:46]=1)[NH:43][C:42]([C:40]1[CH:39]=[CH:38][N:37]=[C:36]([NH:35][CH3:34])[N:41]=1)=[CH:50]2)=[O:53])[CH2:58][N:59]([C:66]1[CH:71]=[CH:70][CH:69]=[CH:68][CH:67]=1)[C:60]1[N:61]=[CH:62][CH:63]=[CH:64][N:65]=1. The yield is 0.500. (5) The product is [Br:13][C:14]1[CH:15]=[CH:16][C:17]([CH:20]([CH2:25][CH:26]2[CH2:30][CH2:29][CH2:28][CH2:27]2)[C:21]([OH:23])=[O:22])=[CH:18][CH:19]=1. The reactants are C(NC(C)C)(C)C.C([Li])CCC.[Br:13][C:14]1[CH:19]=[CH:18][C:17]([CH2:20][C:21]([OH:23])=[O:22])=[CH:16][CH:15]=1.I[CH2:25][CH:26]1[CH2:30][CH2:29][CH2:28][CH2:27]1. The yield is 0.500. The catalyst is O1CCCC1.CN1CCCN(C)C1=O. (6) The reactants are [OH:1][C:2]([CH3:38])([CH3:37])[CH2:3][C@@:4]1([C:31]2[CH:36]=[CH:35][CH:34]=[CH:33][CH:32]=2)[O:9][C:8](=[O:10])[N:7]([C@H:11]([C:13]2[CH:18]=[CH:17][C:16]([C:19]3[CH:24]=[CH:23][N:22]=[C:21]([C:25]4([C:28]([OH:30])=O)[CH2:27][CH2:26]4)[CH:20]=3)=[CH:15][CH:14]=2)[CH3:12])[CH2:6][CH2:5]1.[CH3:39][NH:40][CH3:41]. No catalyst specified. The product is [CH3:39][N:40]([CH3:41])[C:28]([C:25]1([C:21]2[CH:20]=[C:19]([C:16]3[CH:17]=[CH:18][C:13]([C@@H:11]([N:7]4[CH2:6][CH2:5][C@:4]([CH2:3][C:2]([OH:1])([CH3:38])[CH3:37])([C:31]5[CH:32]=[CH:33][CH:34]=[CH:35][CH:36]=5)[O:9][C:8]4=[O:10])[CH3:12])=[CH:14][CH:15]=3)[CH:24]=[CH:23][N:22]=2)[CH2:26][CH2:27]1)=[O:30]. The yield is 0.570. (7) The reactants are Cl.[Cl:2][C:3]1[CH:25]=[CH:24][C:6]2[N:7]([C@@H:12]3[CH2:16][CH2:15][N:14](C(OC(C)(C)C)=O)[CH2:13]3)[C:8]([CH2:10][Cl:11])=[N:9][C:5]=2[CH:4]=1. The catalyst is C(OCC)(=O)C. The product is [ClH:2].[Cl:2][C:3]1[CH:25]=[CH:24][C:6]2[N:7]([C@@H:12]3[CH2:16][CH2:15][NH:14][CH2:13]3)[C:8]([CH2:10][Cl:11])=[N:9][C:5]=2[CH:4]=1. The yield is 0.879. (8) The reactants are O.[OH-].[Li+].[CH3:4][O:5][C:6]1[CH:11]=[CH:10][C:9]([C:12]2[CH:17]=[CH:16][N:15]=[C:14]([C:18]([O:20]C)=[O:19])[CH:13]=2)=[CH:8][C:7]=1[CH:22]1[C:35]2[C:34](=[O:36])[CH2:33][C:32]([CH3:38])([CH3:37])[CH2:31][C:30]=2[O:29][C:28]2[CH2:27][C:26]([CH3:40])([CH3:39])[CH2:25][C:24](=[O:41])[C:23]1=2. The catalyst is O.C1COCC1. The product is [CH3:4][O:5][C:6]1[CH:11]=[CH:10][C:9]([C:12]2[CH:17]=[CH:16][N:15]=[C:14]([C:18]([OH:20])=[O:19])[CH:13]=2)=[CH:8][C:7]=1[CH:22]1[C:35]2[C:34](=[O:36])[CH2:33][C:32]([CH3:37])([CH3:38])[CH2:31][C:30]=2[O:29][C:28]2[CH2:27][C:26]([CH3:40])([CH3:39])[CH2:25][C:24](=[O:41])[C:23]1=2. The yield is 0.720. (9) The reactants are [F:1][C@H:2]1[CH2:18][C@@H:17]2[C@:9]([F:28])([C@@H:10]([OH:27])[CH2:11][C@@:12]3([CH3:26])[C@H:16]2[CH2:15][CH:14]=[C:13]3[C:19](=[O:25])[CH2:20][O:21][C:22](=[O:24])[CH3:23])[C@:8]2([CH3:29])[C:3]1=[CH:4][C:5](=[O:30])[CH:6]=[CH:7]2.[CH2:31]([N:38]([CH2:44]O[CH2:39][N:38]([CH2:44][Si](C)(C)C)[CH2:31][C:32]1[CH:37]=[CH:36][CH:35]=[CH:34][CH:33]=1)[CH2:39][Si](C)(C)C)[C:32]1[CH:37]=[CH:36][CH:35]=[CH:34][CH:33]=1. The catalyst is O1CCOCC1. The product is [CH2:31]([N:38]1[CH2:44][C@:13]2([C:19](=[O:25])[CH2:20][O:21][C:22](=[O:24])[CH3:23])[C@@H:14]([CH2:15][C@H:16]3[C@H:17]4[C@@:9]([F:28])([C@:8]5([CH3:29])[C:3]([C@@H:2]([F:1])[CH2:18]4)=[CH:4][C:5](=[O:30])[CH:6]=[CH:7]5)[C@@H:10]([OH:27])[CH2:11][C@@:12]32[CH3:26])[CH2:39]1)[C:32]1[CH:37]=[CH:36][CH:35]=[CH:34][CH:33]=1. The yield is 0.940. (10) The reactants are [CH2:1]([C:4]1([S:7]([NH:10][C:11]2[C:16](OC)=[CH:15][C:14]([F:19])=[C:13]([F:20])[C:12]=2[NH:21][C:22]2[CH:27]=[CH:26][C:25]([I:28])=[CH:24][C:23]=2[F:29])(=[O:9])=[O:8])[CH2:6][CH2:5]1)[CH:2]=C.C[N+]1([O-])CC[O:34][CH2:33]C1.CC[O:40]C(C)=O. The catalyst is C1COCC1.O.[Os](=O)(=O)(=O)=O. The product is [F:20][C:13]1[C:12]([NH:21][C:22]2[CH:27]=[CH:26][C:25]([I:28])=[CH:24][C:23]=2[F:29])=[C:11]([NH:10][S:7]([C:4]2([CH2:1][CH:2]([OH:40])[CH2:33][OH:34])[CH2:5][CH2:6]2)(=[O:8])=[O:9])[CH:16]=[CH:15][C:14]=1[F:19]. The yield is 0.780.